Dataset: Forward reaction prediction with 1.9M reactions from USPTO patents (1976-2016). Task: Predict the product of the given reaction. (1) Given the reactants [OH:1][CH:2]1[CH2:5][N:4]([C:6]([C:8]2[CH:9]=[C:10]([C:21]([OH:23])=O)[CH:11]=[C:12]([C:14]3[CH:19]=[CH:18][C:17]([CH3:20])=[CH:16][CH:15]=3)[CH:13]=2)=[O:7])[CH2:3]1.Cl.CN(C)CCCN=C=NCC.O.ON1C2C=CC=CC=2N=N1.[CH3:47][C:48]1[N:53]=[CH:52][C:51]([CH2:54][NH2:55])=[CH:50][N:49]=1.C(N(CC)C(C)C)(C)C, predict the reaction product. The product is: [OH:1][CH:2]1[CH2:5][N:4]([C:6]([C:8]2[CH:9]=[C:10]([C:21]([NH:55][CH2:54][C:51]3[CH:50]=[N:49][C:48]([CH3:47])=[N:53][CH:52]=3)=[O:23])[CH:11]=[C:12]([C:14]3[CH:15]=[CH:16][C:17]([CH3:20])=[CH:18][CH:19]=3)[CH:13]=2)=[O:7])[CH2:3]1. (2) Given the reactants [CH2:1]([C:5]1([CH3:37])[C:14]2[C:9](=[CH:10][CH:11]=[CH:12][CH:13]=2)[C:8]([OH:15])=[C:7]([C:16]2[NH:21][C:20]3[CH:22]=[CH:23][C:24]([NH:26]C(=O)OC(C)(C)C)=[CH:25][C:19]=3[S:18](=[O:35])(=[O:34])[N:17]=2)[C:6]1=[O:36])[CH2:2][CH2:3][CH3:4].[ClH:38], predict the reaction product. The product is: [ClH:38].[NH2:26][C:24]1[CH:23]=[CH:22][C:20]2[NH:21][C:16]([C:7]3[C:6](=[O:36])[C:5]([CH2:1][CH2:2][CH2:3][CH3:4])([CH3:37])[C:14]4[C:9]([C:8]=3[OH:15])=[CH:10][CH:11]=[CH:12][CH:13]=4)=[N:17][S:18](=[O:35])(=[O:34])[C:19]=2[CH:25]=1. (3) Given the reactants Cl[C:2]1[N:7]=[C:6]([NH:8][CH:9]2[CH2:14][CH2:13][N:12]([C:15]3[N:20]=[N:19][C:18]([C:21]#[N:22])=[CH:17][CH:16]=3)[CH2:11][CH2:10]2)[C:5]([Cl:23])=[CH:4][N:3]=1.[CH3:24][N:25]1[C:29]([CH3:30])=[CH:28][C:27]([NH2:31])=[N:26]1.C1C=CC(P(C2C(C3C(P(C4C=CC=CC=4)C4C=CC=CC=4)=CC=C4C=3C=CC=C4)=C3C(C=CC=C3)=CC=2)C2C=CC=CC=2)=CC=1.C(=O)([O-])[O-].[Cs+].[Cs+], predict the reaction product. The product is: [Cl:23][C:5]1[C:6]([NH:8][CH:9]2[CH2:14][CH2:13][N:12]([C:15]3[N:20]=[N:19][C:18]([C:21]#[N:22])=[CH:17][CH:16]=3)[CH2:11][CH2:10]2)=[N:7][C:2]([NH:31][C:27]2[CH:28]=[C:29]([CH3:30])[N:25]([CH3:24])[N:26]=2)=[N:3][CH:4]=1. (4) Given the reactants [OH:1][CH2:2][C:3]1[N:4]=[C:5]([NH:17][C:18](=[O:20])[CH3:19])[S:6][C:7]=1[CH2:8][C:9]1[CH:14]=[CH:13][CH:12]=[C:11]([S:15][CH3:16])[CH:10]=1, predict the reaction product. The product is: [CH:2]([C:3]1[N:4]=[C:5]([NH:17][C:18](=[O:20])[CH3:19])[S:6][C:7]=1[CH2:8][C:9]1[CH:14]=[CH:13][CH:12]=[C:11]([S:15][CH3:16])[CH:10]=1)=[O:1]. (5) Given the reactants CCN(CC)CC.[C:8]1([C:14]2[N:19]=[CH:18][C:17]([C:20](Cl)=[O:21])=[CH:16][N:15]=2)[CH:13]=[CH:12][CH:11]=[CH:10][CH:9]=1.[NH2:23][NH2:24].Cl.[CH2:26]([O:28][C:29](=[O:31])[CH3:30])[CH3:27], predict the reaction product. The product is: [CH2:26]([O:28][C:29](=[O:31])[CH2:30][NH:23][NH:24][C:20]([C:17]1[CH:16]=[N:15][C:14]([C:8]2[CH:13]=[CH:12][CH:11]=[CH:10][CH:9]=2)=[N:19][CH:18]=1)=[O:21])[CH3:27]. (6) Given the reactants [Cl:1][C:2]1[CH:3]=[C:4]([C:9]([CH3:14])([CH3:13])[C:10](O)=[O:11])[CH:5]=[C:6]([Cl:8])[CH:7]=1.C(Cl)[Cl:16], predict the reaction product. The product is: [Cl:1][C:2]1[CH:3]=[C:4]([C:9]([CH3:14])([CH3:13])[C:10]([Cl:16])=[O:11])[CH:5]=[C:6]([Cl:8])[CH:7]=1. (7) Given the reactants [Cl:1][CH2:2][CH2:3][CH2:4][O:5][C:6]1[CH:15]=[CH:14][C:9]([C:10]([O:12]C)=[O:11])=[CH:8][CH:7]=1.[OH-].[Na+], predict the reaction product. The product is: [Cl:1][CH2:2][CH2:3][CH2:4][O:5][C:6]1[CH:15]=[CH:14][C:9]([C:10]([OH:12])=[O:11])=[CH:8][CH:7]=1.